Dataset: Full USPTO retrosynthesis dataset with 1.9M reactions from patents (1976-2016). Task: Predict the reactants needed to synthesize the given product. Given the product [NH2:17][C:13]1[N:12]=[C:11]([N:8]2[C:9]3[C:5](=[CH:4][C:3]([F:19])=[C:2]([C:28]#[C:27][C@:25]([C:21]4[S:20][CH:24]=[CH:23][N:22]=4)([OH:29])[CH3:26])[CH:10]=3)[C:6]([CH3:18])=[N:7]2)[CH:16]=[CH:15][N:14]=1, predict the reactants needed to synthesize it. The reactants are: Br[C:2]1[CH:10]=[C:9]2[C:5]([C:6]([CH3:18])=[N:7][N:8]2[C:11]2[CH:16]=[CH:15][N:14]=[C:13]([NH2:17])[N:12]=2)=[CH:4][C:3]=1[F:19].[S:20]1[CH:24]=[CH:23][N:22]=[C:21]1[C@:25]([OH:29])([C:27]#[CH:28])[CH3:26].